Dataset: Catalyst prediction with 721,799 reactions and 888 catalyst types from USPTO. Task: Predict which catalyst facilitates the given reaction. (1) Product: [C:20]([N:10]1[C:19]2[C:14](=[CH:15][C:16]([C:7](=[O:8])[CH2:6][Br:5])=[CH:17][CH:18]=2)[CH2:13][CH2:12][CH2:11]1)(=[O:22])[CH3:21]. The catalyst class is: 26. Reactant: [Cl-].[Cl-].[Cl-].[Al+3].[Br:5][CH2:6][C:7](Br)=[O:8].[N:10]1([C:20](=[O:22])[CH3:21])[C:19]2[C:14](=[CH:15][CH:16]=[CH:17][CH:18]=2)[CH2:13][CH2:12][CH2:11]1. (2) Reactant: Cl.Cl[C:3]1[C:12]2[C:7](=[CH:8][CH:9]=[CH:10][CH:11]=2)[N:6]=[CH:5][C:4]=1[C:13]1[CH:14]=[N:15][CH:16]=[CH:17][CH:18]=1.[OH-:19].[Na+]. Product: [N:15]1[CH:16]=[CH:17][CH:18]=[C:13]([C:4]2[C:3](=[O:19])[C:12]3[C:7](=[CH:8][CH:9]=[CH:10][CH:11]=3)[NH:6][CH:5]=2)[CH:14]=1. The catalyst class is: 3. (3) Reactant: C(Cl)(=O)C(Cl)=O.CS(C)=O.[CH:11]1[C:20]2[CH2:19][CH2:18][CH2:17][CH:16]([OH:21])[C:15]=2[CH:14]=[CH:13][N:12]=1. Product: [CH:11]1[C:20]2[CH2:19][CH2:18][CH2:17][C:16](=[O:21])[C:15]=2[CH:14]=[CH:13][N:12]=1. The catalyst class is: 2. (4) Reactant: [Cl:1][C:2]1[CH:33]=[CH:32][CH:31]=[C:30]([C:34]([F:37])([F:36])[F:35])[C:3]=1[C:4]([N:6]1[C:14]2[C:9](=[CH:10][CH:11]=[C:12]([C:15](=[O:19])[N:16]([CH3:18])[CH3:17])[CH:13]=2)[C:8]([C:20]2[CH2:25][CH2:24][CH:23]([C:26]([O:28]C)=[O:27])[CH2:22][CH:21]=2)=[N:7]1)=[O:5].O[Li].O. Product: [Cl:1][C:2]1[CH:33]=[CH:32][CH:31]=[C:30]([C:34]([F:36])([F:35])[F:37])[C:3]=1[C:4]([N:6]1[C:14]2[C:9](=[CH:10][CH:11]=[C:12]([C:15](=[O:19])[N:16]([CH3:18])[CH3:17])[CH:13]=2)[C:8]([C:20]2[CH2:25][CH2:24][CH:23]([C:26]([OH:28])=[O:27])[CH2:22][CH:21]=2)=[N:7]1)=[O:5]. The catalyst class is: 1.